This data is from Full USPTO retrosynthesis dataset with 1.9M reactions from patents (1976-2016). The task is: Predict the reactants needed to synthesize the given product. (1) Given the product [CH3:1][O:2][C:3]1[CH:9]=[CH:8][C:6]([NH:7][C:12]2[CH:17]=[CH:16][N:15]=[CH:14][C:13]=2[N+:18]([O-:20])=[O:19])=[C:5]([CH3:10])[CH:4]=1, predict the reactants needed to synthesize it. The reactants are: [CH3:1][O:2][C:3]1[CH:9]=[CH:8][C:6]([NH2:7])=[C:5]([CH3:10])[CH:4]=1.Cl[C:12]1[CH:17]=[CH:16][N:15]=[CH:14][C:13]=1[N+:18]([O-:20])=[O:19].C(N(CC)CC)C. (2) Given the product [CH2:8]([N:21]1[CH2:20][CH2:19][C:18]2([C:14]3[CH:15]=[CH:16][CH:17]=[C:12]([O:11][CH3:10])[CH:13]=3)[C:23]([CH3:28])([CH2:24][CH2:25][CH2:26][CH2:27]2)[CH2:22]1)[CH2:7][C:4]1[CH:5]=[CH:6][CH:1]=[CH:2][CH:3]=1, predict the reactants needed to synthesize it. The reactants are: [CH:1]1[CH:6]=[CH:5][C:4]([CH2:7][CH:8]=O)=[CH:3][CH:2]=1.[CH3:10][O:11][C:12]1[CH:13]=[C:14]([C:18]23[CH2:27][CH2:26][CH2:25][CH2:24][C:23]2([CH3:28])[CH2:22][NH:21][CH2:20][CH2:19]3)[CH:15]=[CH:16][CH:17]=1.C(O[BH-](OC(=O)C)OC(=O)C)(=O)C.[Na+]. (3) Given the product [NH:3]1[C:4]2[CH:9]=[CH:8][CH:7]=[CH:6][C:5]=2[N:1]=[C:2]1[CH2:10][C:11]1[CH:12]=[CH:13][C:14]([C:15]([N:49]2[CH2:50][CH2:51][C@H:47]([N:42]3[CH2:46][CH2:45][CH2:44][CH2:43]3)[CH2:48]2)=[O:17])=[CH:18][CH:19]=1, predict the reactants needed to synthesize it. The reactants are: [NH:1]1[C:5]2[CH:6]=[CH:7][CH:8]=[CH:9][C:4]=2[N:3]=[C:2]1[CH2:10][C:11]1[CH:19]=[CH:18][C:14]([C:15]([OH:17])=O)=[CH:13][CH:12]=1.Cl.CN(C)CCCN=C=NCC.ON1C2C=CC=CC=2N=N1.[N:42]1([C@H:47]2[CH2:51][CH2:50][NH:49][CH2:48]2)[CH2:46][CH2:45][CH2:44][CH2:43]1. (4) Given the product [CH3:9][O:8][C:6](=[O:7])[C@@H:5]([NH:10][C:31]([NH:30][CH:21]1[CH:20]2[CH2:29][CH:24]3[CH2:25][CH:26]([CH2:28][CH:22]1[CH2:23]3)[CH2:27]2)=[O:32])[C:2]([CH3:4])([CH3:3])[CH3:1], predict the reactants needed to synthesize it. The reactants are: [CH3:1][C:2]([CH:5]([NH2:10])[C:6]([O:8][CH3:9])=[O:7])([CH3:4])[CH3:3].C(N(C(C)C)C(C)C)C.[CH:20]12[CH2:29][CH:24]3[CH2:25][CH:26]([CH2:28][CH:22]([CH2:23]3)[CH:21]1[N:30]=[C:31]=[O:32])[CH2:27]2. (5) Given the product [C:2]([O:6][C:7](=[O:13])[CH:8]1[CH2:12][CH2:11][CH2:10][N:9]1[C:32]([C:29]1[CH:30]=[C:31]2[C:26]([C:25]([Cl:35])=[CH:24][N:23]=[C:22]2[Cl:21])=[CH:27][CH:28]=1)=[O:33])([CH3:5])([CH3:3])[CH3:4], predict the reactants needed to synthesize it. The reactants are: Cl.[C:2]([O:6][C:7](=[O:13])[CH:8]1[CH2:12][CH2:11][CH2:10][NH:9]1)([CH3:5])([CH3:4])[CH3:3].CCN(CC)CC.[Cl:21][C:22]1[C:31]2[C:26](=[CH:27][CH:28]=[C:29]([C:32](Cl)=[O:33])[CH:30]=2)[C:25]([Cl:35])=[CH:24][N:23]=1. (6) Given the product [Br:19][C:20]1[C:21]([C@H:28]([NH:38][C:13](=[O:15])[CH2:12][N:5]2[C:6]3[CH2:7][CH2:8][CH2:9][CH2:10][C:11]=3[C:3]([C:2]([F:1])([F:17])[F:16])=[N:4]2)[CH2:29][C:30]2[CH:35]=[C:34]([F:36])[CH:33]=[C:32]([F:37])[CH:31]=2)=[N:22][C:23]([S:26][CH3:27])=[N:24][CH:25]=1, predict the reactants needed to synthesize it. The reactants are: [F:1][C:2]([F:17])([F:16])[C:3]1[C:11]2[CH2:10][CH2:9][CH2:8][CH2:7][C:6]=2[N:5]([CH2:12][C:13]([OH:15])=O)[N:4]=1.Cl.[Br:19][C:20]1[C:21]([C@H:28]([NH2:38])[CH2:29][C:30]2[CH:35]=[C:34]([F:36])[CH:33]=[C:32]([F:37])[CH:31]=2)=[N:22][C:23]([S:26][CH3:27])=[N:24][CH:25]=1.C(N(CC)C(C)C)(C)C.CN(C(ON1N=NC2C=CC=NC1=2)=[N+](C)C)C.F[P-](F)(F)(F)(F)F. (7) Given the product [CH:77]1([C@H:72]([NH:71][C:23]([C:22]2[CH:21]=[C:20]([C:26]3[CH:31]=[CH:30][C:29]([O:32][C:33]([F:36])([F:35])[F:34])=[CH:28][CH:27]=3)[S:19][C:18]=2[NH:17][C:15]([NH:14][C:3]2[C:4]([Cl:13])=[CH:5][C:6]([O:8][C:9]([F:12])([F:11])[F:10])=[CH:7][C:2]=2[Cl:1])=[O:16])=[O:24])[C:73]([O:75][CH3:76])=[O:74])[CH2:82][CH2:81][CH2:80][CH2:79][CH2:78]1, predict the reactants needed to synthesize it. The reactants are: [Cl:1][C:2]1[CH:7]=[C:6]([O:8][C:9]([F:12])([F:11])[F:10])[CH:5]=[C:4]([Cl:13])[C:3]=1[NH:14][C:15]([NH:17][C:18]1[S:19][C:20]([C:26]2[CH:31]=[CH:30][C:29]([O:32][C:33]([F:36])([F:35])[F:34])=[CH:28][CH:27]=2)=[CH:21][C:22]=1[C:23](O)=[O:24])=[O:16].CN(C(ON1N=NC2C=CC=NC1=2)=[N+](C)C)C.F[P-](F)(F)(F)(F)F.CCN(C(C)C)C(C)C.Cl.[NH2:71][C@@H:72]([CH:77]1[CH2:82][CH2:81][CH2:80][CH2:79][CH2:78]1)[C:73]([O:75][CH3:76])=[O:74].